Dataset: Reaction yield outcomes from USPTO patents with 853,638 reactions. Task: Predict the reaction yield, written as a fraction of the theoretical maximum amount of product (1.0 means a 100% yield; for example, 0.34 means a 34% yield). (1) The reactants are [CH:1]([C:4]1[N:5]=[C:6]([NH2:9])[S:7][CH:8]=1)([CH3:3])[CH3:2].[Cl:10][C:11]1[C:12]([CH3:21])=[C:13]([S:17](Cl)(=[O:19])=[O:18])[CH:14]=[CH:15][CH:16]=1. No catalyst specified. The product is [Cl:10][C:11]1[C:12]([CH3:21])=[C:13]([S:17]([NH:9][C:6]2[S:7][CH:8]=[C:4]([CH:1]([CH3:3])[CH3:2])[N:5]=2)(=[O:19])=[O:18])[CH:14]=[CH:15][CH:16]=1. The yield is 0.480. (2) The yield is 0.950. The catalyst is CN(C=O)C.O. The product is [CH3:1][O:2][C@H:3]1[CH2:8][CH2:7][CH2:6][C@@H:5]([NH:9][C:10]2[C:15]([C:16]([NH2:22])=[O:17])=[CH:14][N:13]=[C:12]([S:19][CH3:20])[N:11]=2)[CH2:4]1. The reactants are [CH3:1][O:2][C@H:3]1[CH2:8][CH2:7][CH2:6][C@@H:5]([NH:9][C:10]2[C:15]([C:16](O)=[O:17])=[CH:14][N:13]=[C:12]([S:19][CH3:20])[N:11]=2)[CH2:4]1.C[N:22](C(ON1N=NC2C=CC=NC1=2)=[N+](C)C)C.F[P-](F)(F)(F)(F)F.[Cl-].[NH4+].CCN(C(C)C)C(C)C. (3) The reactants are [CH:1]1([C:4]2[NH:8][C:7]3[C:9]([O:14][CH3:15])=[CH:10][CH:11]=[C:12]([NH2:13])[C:6]=3[N:5]=2)[CH2:3][CH2:2]1.C(N(CC)CC)C.[CH3:23][O:24][C:25]1[CH:30]=[CH:29][C:28]([NH:31][C:32](Cl)=[O:33])=[CH:27][CH:26]=1. The catalyst is C1COCC1.CCOC(C)=O. The product is [CH:1]1([C:4]2[NH:8][C:7]3[C:9]([O:14][CH3:15])=[CH:10][CH:11]=[C:12]([NH:13][C:32]([NH:31][C:28]4[CH:29]=[CH:30][C:25]([O:24][CH3:23])=[CH:26][CH:27]=4)=[O:33])[C:6]=3[N:5]=2)[CH2:3][CH2:2]1. The yield is 0.780. (4) The reactants are [CH2:1]([O:3][C:4](=[O:17])[C:5]#[C:6][C:7]1[CH:8]=[N:9][CH:10]=[C:11]([S:13]([CH3:16])(=[O:15])=[O:14])[CH:12]=1)[CH3:2].[C:18]([O:22][C:23]([N:25]1[C:34]2[C:29](=[CH:30][CH:31]=[C:32]([CH2:35][CH2:36][O:37][C:38]3[CH:39]=[C:40]4[C:44](=[CH:45][CH:46]=3)[NH:43][CH:42]=[CH:41]4)[N:33]=2)[CH2:28][CH2:27][CH2:26]1)=[O:24])([CH3:21])([CH3:20])[CH3:19]. No catalyst specified. The product is [C:18]([O:22][C:23]([N:25]1[C:34]2[C:29](=[CH:30][CH:31]=[C:32]([CH2:35][CH2:36][O:37][C:38]3[CH:39]=[C:40]4[C:44](=[CH:45][CH:46]=3)[N:43]([C:6]([C:7]3[CH:8]=[N:9][CH:10]=[C:11]([S:13]([CH3:16])(=[O:14])=[O:15])[CH:12]=3)=[CH:5][C:4]([O:3][CH2:1][CH3:2])=[O:17])[CH:42]=[CH:41]4)[N:33]=2)[CH2:28][CH2:27][CH2:26]1)=[O:24])([CH3:21])([CH3:19])[CH3:20]. The yield is 0.800. (5) The reactants are [CH:1]([C:4]1[N:24]=[C:7]2[CH:8]=[C:9]([NH:12][C:13]([C:15]3[N:19]([CH3:20])[N:18]=[CH:17][C:16]=3[C:21](O)=[O:22])=[O:14])[CH:10]=[CH:11][N:6]2[N:5]=1)([CH3:3])[CH3:2].[NH:25]1[CH2:28][CH2:27][CH2:26]1.CCCP(=O)=O.C(N(C(C)C)CC)(C)C. The catalyst is O1CCCC1. The product is [CH:1]([C:4]1[N:24]=[C:7]2[CH:8]=[C:9]([NH:12][C:13]([C:15]3[N:19]([CH3:20])[N:18]=[CH:17][C:16]=3[C:21]([N:25]3[CH2:28][CH2:27][CH2:26]3)=[O:22])=[O:14])[CH:10]=[CH:11][N:6]2[N:5]=1)([CH3:2])[CH3:3]. The yield is 0.945.